Dataset: Full USPTO retrosynthesis dataset with 1.9M reactions from patents (1976-2016). Task: Predict the reactants needed to synthesize the given product. Given the product [NH2:1][C:2]1[C:3]([C:16]2[CH:48]=[CH:47][C:19]([C:20]([NH:22][C@@H:23]([C:39]3[CH:44]=[C:43]([F:45])[CH:42]=[C:41]([Br:46])[CH:40]=3)[CH2:24][NH:25][CH3:38])=[O:21])=[C:18]([F:49])[CH:17]=2)=[N:4][C:5]([C@H:8]2[CH2:13][CH2:12][C@H:11]([OH:14])[C@@H:10]([F:15])[CH2:9]2)=[CH:6][N:7]=1, predict the reactants needed to synthesize it. The reactants are: [NH2:1][C:2]1[C:3]([C:16]2[CH:48]=[CH:47][C:19]([C:20]([NH:22][C@@H:23]([C:39]3[CH:44]=[C:43]([F:45])[CH:42]=[C:41]([Br:46])[CH:40]=3)[CH2:24][N:25]([CH3:38])S(C3C=CC=CC=3[N+]([O-])=O)(=O)=O)=[O:21])=[C:18]([F:49])[CH:17]=2)=[N:4][C:5]([C@H:8]2[CH2:13][CH2:12][C@H:11]([OH:14])[C@@H:10]([F:15])[CH2:9]2)=[CH:6][N:7]=1.C([O-])([O-])=O.[K+].[K+].SC1C=CC(C(O)=O)=CC=1.O.